Dataset: Reaction yield outcomes from USPTO patents with 853,638 reactions. Task: Predict the reaction yield, written as a fraction of the theoretical maximum amount of product (1.0 means a 100% yield; for example, 0.34 means a 34% yield). (1) The reactants are [Cl:17][C:14]1[CH:15]=[C:16](B([C:11]2[CH:16]=[CH:15][C:14]([Cl:17])=[C:13]([Cl:18])[CH:12]=2)O)[CH:11]=[CH:12][C:13]=1[Cl:18].[OH-].[Na+].Br[C:22]1[CH:27]=[C:26]([F:28])[CH:25]=[CH:24][C:23]=1[NH:29][C:30]([C:32]1[C:33]([CH:38]([F:40])[F:39])=[N:34][N:35]([CH3:37])[CH:36]=1)=[O:31].F[B-](F)(F)F.C([PH+](C(C)(C)C)C(C)(C)C)(C)(C)C. The catalyst is O.C1(C)C=CC=CC=1.C/C(/[O-])=C/C(C)=O.C/C(/[O-])=C/C(C)=O.[Pd+2].C1COCC1.C1(C)C=CC=CC=1. The product is [Cl:18][C:13]1[CH:12]=[C:11]([C:22]2[CH:27]=[C:26]([F:28])[CH:25]=[CH:24][C:23]=2[NH:29][C:30]([C:32]2[C:33]([CH:38]([F:39])[F:40])=[N:34][N:35]([CH3:37])[CH:36]=2)=[O:31])[CH:16]=[CH:15][C:14]=1[Cl:17]. The yield is 0.500. (2) The reactants are [CH3:1][O:2][C:3](=[O:23])[C:4]1[CH:9]=[C:8]([C:10]2[O:11][CH2:12][CH2:13][CH:14]=2)[C:7]([C:15]([F:18])([F:17])[F:16])=[CH:6][C:5]=1[NH:19][C:20](=[O:22])[CH3:21]. The catalyst is C1COCC1.[Ni]. The product is [CH3:1][O:2][C:3](=[O:23])[C:4]1[CH:9]=[C:8]([CH:10]2[CH2:14][CH2:13][CH2:12][O:11]2)[C:7]([C:15]([F:17])([F:18])[F:16])=[CH:6][C:5]=1[NH:19][C:20](=[O:22])[CH3:21]. The yield is 1.00. (3) The reactants are [O:1]1[CH:5]=[CH:4][CH:3]=[C:2]1[C:6](=O)[C:7]([C:9]1[CH:14]=[CH:13][CH:12]=[CH:11][CH:10]=1)=O.[NH2:16][C:17]1[CH:18]=[C:19]([CH:23]=[CH:24][C:25]=1[NH2:26])[C:20]([OH:22])=[O:21]. The catalyst is CC(O)=O. The product is [O:1]1[CH:5]=[CH:4][CH:3]=[C:2]1[C:6]1[C:7]([C:9]2[CH:14]=[CH:13][CH:12]=[CH:11][CH:10]=2)=[N:16][C:17]2[C:25](=[CH:24][CH:23]=[C:19]([C:20]([OH:22])=[O:21])[CH:18]=2)[N:26]=1. The yield is 0.270. (4) The reactants are [C:1]([OH:5])(=[O:4])[CH:2]=[O:3].[CH3:6][O:7][C:8]1[CH:18]=[C:17]([O:19][CH3:20])[CH:16]=[CH:15][C:9]=1[CH2:10][NH:11][CH2:12][CH2:13]O.O. The catalyst is O1CCCC1. The product is [OH:4][CH:1]1[O:5][CH2:13][CH2:12][N:11]([CH2:10][C:9]2[CH:15]=[CH:16][C:17]([O:19][CH3:20])=[CH:18][C:8]=2[O:7][CH3:6])[C:2]1=[O:3]. The yield is 0.193. (5) The reactants are [C:1]([C:5]1[CH:6]=[C:7]2[C:12](=[C:13]([F:15])[CH:14]=1)[C:11](=[O:16])[N:10]([C:17]1[CH:24]=[C:23]([F:25])[CH:22]=[C:21]([C:26]3[CH:31]=[C:30]([NH:32][C:33]4[CH:38]=[CH:37][C:36]([N:39]5[CH2:44][CH2:43][N:42]([CH:45]6[CH2:48][O:47][CH2:46]6)[CH2:41][C@@H:40]5[CH2:49][CH3:50])=[CH:35][N:34]=4)[C:29](=[O:51])[N:28]([CH3:52])[CH:27]=3)[C:18]=1[CH:19]=[O:20])[N:9]=[CH:8]2)([CH3:4])([CH3:3])[CH3:2].[BH4-].[Na+]. The catalyst is CO. The product is [C:1]([C:5]1[CH:6]=[C:7]2[C:12](=[C:13]([F:15])[CH:14]=1)[C:11](=[O:16])[N:10]([C:17]1[CH:24]=[C:23]([F:25])[CH:22]=[C:21]([C:26]3[CH:31]=[C:30]([NH:32][C:33]4[CH:38]=[CH:37][C:36]([N:39]5[CH2:44][CH2:43][N:42]([CH:45]6[CH2:46][O:47][CH2:48]6)[CH2:41][C@@H:40]5[CH2:49][CH3:50])=[CH:35][N:34]=4)[C:29](=[O:51])[N:28]([CH3:52])[CH:27]=3)[C:18]=1[CH2:19][OH:20])[N:9]=[CH:8]2)([CH3:2])([CH3:3])[CH3:4]. The yield is 0.320. (6) The reactants are [O:1]=[C:2]1[CH2:7][CH2:6][CH:5]([C:8]([O:10][CH2:11][CH3:12])=[O:9])[CH2:4][CH2:3]1.[CH2:13](O)[CH2:14][OH:15].C(O)(=O)C(O)=O.C(=O)([O-])O.[Na+]. The catalyst is C1(C)C=CC=CC=1. The product is [O:15]1[C:2]2([CH2:7][CH2:6][CH:5]([C:8]([O:10][CH2:11][CH3:12])=[O:9])[CH2:4][CH2:3]2)[O:1][CH2:13][CH2:14]1. The yield is 0.990. (7) The reactants are [C:1]1(=[O:11])[NH:5][C:4](=O)[C:3]2=[CH:7][CH:8]=[CH:9][CH:10]=C12.O.[NH2:13]N. The catalyst is CO.ClCCl. The product is [NH2:13][CH2:10][CH2:9][C:8]1[C:1](=[O:11])[NH:5][CH:4]=[CH:3][CH:7]=1. The yield is 0.550.